Dataset: Catalyst prediction with 721,799 reactions and 888 catalyst types from USPTO. Task: Predict which catalyst facilitates the given reaction. (1) Reactant: [Si:1]([O:8][CH:9]1[CH:13]([CH3:14])[NH:12][C:11](=[O:15])[C:10]1([CH3:17])[CH3:16])([C:4]([CH3:7])([CH3:6])[CH3:5])([CH3:3])[CH3:2].Br[C:19]1[CH:26]=[CH:25][C:22]([C:23]#[N:24])=[C:21]([Cl:27])[CH:20]=1.C(=O)([O-])[O-].[Cs+].[Cs+].C1(P(C2C=CC=CC=2)C2C3OC4C(=CC=CC=4P(C4C=CC=CC=4)C4C=CC=CC=4)C(C)(C)C=3C=CC=2)C=CC=CC=1. Product: [Cl:27][C:21]1[CH:20]=[C:19]([N:12]2[C@@H:13]([CH3:14])[C@H:9]([O:8][Si:1]([C:4]([CH3:7])([CH3:6])[CH3:5])([CH3:3])[CH3:2])[C:10]([CH3:16])([CH3:17])[C:11]2=[O:15])[CH:26]=[CH:25][C:22]=1[C:23]#[N:24]. The catalyst class is: 110. (2) Reactant: [Cl:1][C:2]1[CH:7]=[CH:6][C:5]([N:8]2[C:12]([S:13][CH3:14])=[C:11]([C:15]([O:17]C(C)(C)C)=[O:16])[N:10]=[C:9]2[C:22]2[CH:27]=[CH:26][C:25]([Cl:28])=[CH:24][C:23]=2[Cl:29])=[CH:4][CH:3]=1.C(O)(C(F)(F)F)=O. Product: [Cl:1][C:2]1[CH:7]=[CH:6][C:5]([N:8]2[C:12]([S:13][CH3:14])=[C:11]([C:15]([OH:17])=[O:16])[N:10]=[C:9]2[C:22]2[CH:27]=[CH:26][C:25]([Cl:28])=[CH:24][C:23]=2[Cl:29])=[CH:4][CH:3]=1. The catalyst class is: 2. (3) Reactant: Cl[C:2]1[N:12]=[C:11]([NH:13][C:14]2[CH:19]=[CH:18][C:17]([CH:20]3[CH2:25][CH2:24][N:23]([C:26]([O:28][C:29]([CH3:32])([CH3:31])[CH3:30])=[O:27])[CH2:22][CH2:21]3)=[CH:16][C:15]=2[O:33][CH3:34])[C:5]2[C:6](=[O:10])[NH:7][N:8]=[CH:9][C:4]=2[CH:3]=1.[CH:35]1([CH2:38][NH2:39])[CH2:37][CH2:36]1.CN(C)CC. Product: [CH:35]1([CH2:38][NH:39][C:2]2[N:12]=[C:11]([NH:13][C:14]3[CH:19]=[CH:18][C:17]([CH:20]4[CH2:25][CH2:24][N:23]([C:26]([O:28][C:29]([CH3:32])([CH3:31])[CH3:30])=[O:27])[CH2:22][CH2:21]4)=[CH:16][C:15]=3[O:33][CH3:34])[C:5]3[C:6](=[O:10])[NH:7][N:8]=[CH:9][C:4]=3[CH:3]=2)[CH2:37][CH2:36]1. The catalyst class is: 12. (4) Reactant: CN([CH:4]=[C:5]1[C:13]2[C:8](=[CH:9][CH:10]=[CH:11][CH:12]=2)[CH2:7][C:6]1=O)C.Cl.Cl.[CH3:17][N:18]1[C:22]([C:23]2[CH:24]=[C:25]([N:29]=[C:30]([NH2:32])[NH2:31])[CH:26]=[CH:27][CH:28]=2)=[CH:21][N:20]=[C:19]1[CH3:33].C[O-].[Na+]. Product: [CH3:17][N:18]1[C:22]([C:23]2[CH:24]=[C:25]([NH:29][C:30]3[N:32]=[CH:4][C:5]4[C:13]5[CH:12]=[CH:11][CH:10]=[CH:9][C:8]=5[CH2:7][C:6]=4[N:31]=3)[CH:26]=[CH:27][CH:28]=2)=[CH:21][N:20]=[C:19]1[CH3:33]. The catalyst class is: 5. (5) Reactant: [CH2:1](O)[CH2:2][CH2:3][CH3:4].S(Cl)(Cl)=O.[NH2:10][C:11]1[C:16]([C:17]([OH:19])=[O:18])=[CH:15][CH:14]=[C:13]([C:20]([F:23])([F:22])[F:21])[N:12]=1.C(=O)([O-])O.[Na+]. Product: [NH2:10][C:11]1[C:16]([C:17]([O:19][CH2:1][CH2:2][CH2:3][CH3:4])=[O:18])=[CH:15][CH:14]=[C:13]([C:20]([F:21])([F:23])[F:22])[N:12]=1. The catalyst class is: 195. (6) Reactant: [F:1][C:2]1[C:7]2[N:8]3[C:25]([CH:26]=O)=[CH:24][CH:23]=[C:9]3[C:10]3([CH2:16][CH2:15][N:14]([C:17](=[O:22])[C:18]([F:21])([F:20])[F:19])[CH2:13][CH2:12]3)[O:11][C:6]=2[CH:5]=[CH:4][CH:3]=1.Cl.[NH2:29]O.C([O-])(=O)C.[Na+].CC(OC(C)=O)=O.C([O-])(O)=O.[Na+]. Product: [F:1][C:2]1[C:7]2[N:8]3[C:25]([C:26]#[N:29])=[CH:24][CH:23]=[C:9]3[C:10]3([CH2:12][CH2:13][N:14]([C:17](=[O:22])[C:18]([F:19])([F:20])[F:21])[CH2:15][CH2:16]3)[O:11][C:6]=2[CH:5]=[CH:4][CH:3]=1. The catalyst class is: 40. (7) Reactant: [N:1]1[CH:6]=[C:5]([NH2:7])[CH:4]=[C:3]2[CH2:8][O:9][CH2:10][CH2:11][C:2]=12.[F:12][C:13]([F:31])([F:30])[C:14]([C:17]1[CH:26]=[CH:25][C:24]2[CH2:23][C@@H:22]([C:27](O)=[O:28])[CH2:21][CH2:20][C:19]=2[N:18]=1)([CH3:16])[CH3:15].F[P-](F)(F)(F)(F)F.C[N+](C)=C(N(C)C)ON1C2N=CC=CC=2N=N1.C(N(CC)C(C)C)(C)C. Product: [N:1]1[CH:6]=[C:5]([NH:7][C:27]([CH:22]2[CH2:21][CH2:20][C:19]3[N:18]=[C:17]([C:14]([CH3:16])([CH3:15])[C:13]([F:31])([F:30])[F:12])[CH:26]=[CH:25][C:24]=3[CH2:23]2)=[O:28])[CH:4]=[C:3]2[CH2:8][O:9][CH2:10][CH2:11][C:2]=12. The catalyst class is: 3. (8) Reactant: C(Cl)(=O)C(Cl)=O.[C:7]1([C:16]2[CH:21]=[CH:20][CH:19]=[CH:18][CH:17]=2)[CH:12]=[CH:11][C:10]([C:13]([OH:15])=O)=[CH:9][CH:8]=1.[CH3:22][N:23]([CH:34]1[CH2:39][CH2:38][N:37]([CH3:40])[CH2:36][CH2:35]1)[C:24]1[O:25][C:26]2[CH:32]=[CH:31][C:30]([NH2:33])=[CH:29][C:27]=2[N:28]=1.N1C=CC=CC=1. Product: [CH3:22][N:23]([CH:34]1[CH2:39][CH2:38][N:37]([CH3:40])[CH2:36][CH2:35]1)[C:24]1[O:25][C:26]2[CH:32]=[CH:31][C:30]([NH:33][C:13]([C:10]3[CH:9]=[CH:8][C:7]([C:16]4[CH:21]=[CH:20][CH:19]=[CH:18][CH:17]=4)=[CH:12][CH:11]=3)=[O:15])=[CH:29][C:27]=2[N:28]=1. The catalyst class is: 85.